From a dataset of Full USPTO retrosynthesis dataset with 1.9M reactions from patents (1976-2016). Predict the reactants needed to synthesize the given product. (1) Given the product [Br:33][C:30]1[S:29][C:28]([NH:27][C:18]([NH:17][C:14]2[CH:13]=[C:12]([C:8]([CH3:9])([CH3:10])[CH3:11])[O:16][N:15]=2)=[O:26])=[N:32][CH:31]=1, predict the reactants needed to synthesize it. The reactants are: C(N(CC)CC)C.[C:8]([C:12]1[O:16][N:15]=[C:14]([NH:17][C:18](=[O:26])OC2C=CC=CC=2)[CH:13]=1)([CH3:11])([CH3:10])[CH3:9].[NH2:27][C:28]1[S:29][C:30]([Br:33])=[CH:31][N:32]=1. (2) Given the product [N:36]([C@@H:13]([C:6]1[C:5]2[C:10](=[CH:11][CH:12]=[C:3]([O:2][CH3:1])[CH:4]=2)[N:9]=[CH:8][CH:7]=1)[CH2:14][N:15]1[CH2:20][CH2:19][N:18]([CH2:50][CH2:51][CH2:52][CH2:53][C:45]2[CH:44]=[CH:43][CH:42]=[CH:41][CH:40]=2)[CH2:17][CH2:16]1)=[N+:37]=[N-:38], predict the reactants needed to synthesize it. The reactants are: [CH3:1][O:2][C:3]1[CH:4]=[C:5]2[C:10](=[CH:11][CH:12]=1)[N:9]=[CH:8][CH:7]=[C:6]2[C@@H:13](O)[CH2:14][N:15]1[CH2:20][CH2:19][NH:18][CH2:17][CH2:16]1.C1(P([N:36]=[N+:37]=[N-:38])(C2C=CC=CC=2)=O)C=CC=CC=1.N12CCCN=[C:45]1[CH2:44][CH2:43][CH2:42][CH2:41][CH2:40]2.[C:50]1(C)C=C[CH:53]=[CH:52][CH:51]=1. (3) Given the product [CH2:25]([C:24]1[CH:23]=[C:22]([Cl:30])[CH:21]=[C:6]([CH:7]2[CH2:12][CH2:13][CH2:8][CH2:9][CH2:10]2)[C:5]=1[OH:4])[CH:20]=[CH2:17], predict the reactants needed to synthesize it. The reactants are: C([O:4][CH2:5][CH:6]=[CH2:7])C=C.[C:8]1(C)[CH:13]=[C:12](C)C=[C:10](C)[CH:9]=1.[CH2:17]([C:20]1[C:25](C(F)(F)F)=[CH:24][CH:23]=[C:22]([Cl:30])[C:21]=1O)C=C. (4) The reactants are: [CH3:1][CH:2]([NH2:4])[CH3:3].[CH:5]1([CH2:8][S:9](Cl)(=[O:11])=[O:10])[CH2:7][CH2:6]1. Given the product [CH:5]1([CH2:8][S:9]([NH:4][CH:2]([CH3:3])[CH3:1])(=[O:11])=[O:10])[CH2:7][CH2:6]1, predict the reactants needed to synthesize it. (5) Given the product [CH:37]1([CH2:38][N:22]([C@H:19]2[CH2:20][CH2:21][C@H:16]([C:3]([OH:8])([C:2]([F:33])([F:1])[F:32])[C:4]([F:7])([F:6])[F:5])[CH2:17][CH2:18]2)[S:23]([C:26]2[CH:31]=[CH:30][CH:29]=[CH:28][CH:27]=2)(=[O:24])=[O:25])[CH2:35][CH2:36]1, predict the reactants needed to synthesize it. The reactants are: [F:1][C:2]([F:33])([F:32])[C:3]([C@H:16]1[CH2:21][CH2:20][C@H:19]([NH:22][S:23]([C:26]2[CH:31]=[CH:30][CH:29]=[CH:28][CH:27]=2)(=[O:25])=[O:24])[CH2:18][CH2:17]1)([O:8][Si](CC)(CC)CC)[C:4]([F:7])([F:6])[F:5].[Li][CH2:35][CH2:36][CH2:37][CH3:38].BrCC1CC1.CCCC[N+](CCCC)(CCCC)CCCC.[F-]. (6) Given the product [Cl:24][C:21]1[CH:22]=[CH:23][C:18]([CH2:17][N:7]([C@H:5]([CH:1]2[CH2:4][CH2:3][CH2:2]2)[CH3:6])[S:8]([C:10]([CH3:12])([CH3:11])[CH3:13])=[O:9])=[CH:19][CH:20]=1, predict the reactants needed to synthesize it. The reactants are: [CH:1]1([C@@H:5]([NH:7][S:8]([C:10]([CH3:13])([CH3:12])[CH3:11])=[O:9])[CH3:6])[CH2:4][CH2:3][CH2:2]1.[H-].[Na+].Br[CH2:17][C:18]1[CH:23]=[CH:22][C:21]([Cl:24])=[CH:20][CH:19]=1.